From a dataset of Forward reaction prediction with 1.9M reactions from USPTO patents (1976-2016). Predict the product of the given reaction. (1) Given the reactants [NH2:1][C:2]1[CH:7]=[CH:6][C:5]([CH2:8][CH2:9][C:10]([O:12][CH2:13][CH3:14])=[O:11])=[C:4]([F:15])[CH:3]=1.[CH2:16]([N:18]([CH2:39][CH3:40])[C:19](=[O:38])[CH2:20][O:21][C:22]1[CH:27]=[C:26]([CH3:28])[C:25]([C:29]2[CH:34]=[CH:33][CH:32]=[C:31]([CH:35]=O)[CH:30]=2)=[C:24]([CH3:37])[CH:23]=1)[CH3:17].C(O)(=O)C.C(O[BH-](OC(=O)C)OC(=O)C)(=O)C.[Na+].C(O)(=O)CC(CC(O)=O)(C(O)=O)O, predict the reaction product. The product is: [CH2:39]([N:18]([CH2:16][CH3:17])[C:19](=[O:38])[CH2:20][O:21][C:22]1[CH:27]=[C:26]([CH3:28])[C:25]([C:29]2[CH:34]=[CH:33][CH:32]=[C:31]([CH2:35][NH:1][C:2]3[CH:7]=[CH:6][C:5]([CH2:8][CH2:9][C:10]([O:12][CH2:13][CH3:14])=[O:11])=[C:4]([F:15])[CH:3]=3)[CH:30]=2)=[C:24]([CH3:37])[CH:23]=1)[CH3:40]. (2) The product is: [CH3:21][O:7][C:13]1[C:14]([CH3:15])=[C:18]([CH:19]=[CH:20][CH:12]=1)[C:1]([NH:8][NH2:9])=[O:4]. Given the reactants [C:1]([O-:4])([O-])=O.[K+].[K+].[OH2:7].[NH2:8][NH2:9].CO[C:12]1[CH:13]=[C:14]([CH:18]=[CH:19][CH:20]=1)[C:15](Cl)=O.[CH2:21](Cl)Cl, predict the reaction product.